This data is from Full USPTO retrosynthesis dataset with 1.9M reactions from patents (1976-2016). The task is: Predict the reactants needed to synthesize the given product. (1) Given the product [NH2:8][CH2:9][CH2:10][CH2:11][CH2:12][C@H:13]([NH:18][C:19]([C:21]1[C:22](=[O:40])[N:23]([CH:27]([C:28]2[CH:33]=[CH:32][CH:31]=[CH:30][CH:29]=2)[C:34]2[CH:39]=[CH:38][CH:37]=[CH:36][CH:35]=2)[CH:24]=[CH:25][CH:26]=1)=[O:20])[C:14]([O:16][CH3:17])=[O:15].[C:41]([OH:47])([C:43]([F:46])([F:45])[F:44])=[O:42], predict the reactants needed to synthesize it. The reactants are: C(OC([NH:8][CH2:9][CH2:10][CH2:11][CH2:12][C@H:13]([NH:18][C:19]([C:21]1[C:22](=[O:40])[N:23]([CH:27]([C:34]2[CH:39]=[CH:38][CH:37]=[CH:36][CH:35]=2)[C:28]2[CH:33]=[CH:32][CH:31]=[CH:30][CH:29]=2)[CH:24]=[CH:25][CH:26]=1)=[O:20])[C:14]([O:16][CH3:17])=[O:15])=O)(C)(C)C.[C:41]([OH:47])([C:43]([F:46])([F:45])[F:44])=[O:42]. (2) Given the product [Cl:1][C:2]1[CH:3]=[C:4]2[C:8](=[CH:9][CH:10]=1)[NH:7][C:6]([S:11]([N:14]1[CH2:19][CH2:18][N:17]([C:20]([CH:22]3[CH2:27][CH2:26][N:25]([C:28]4[CH:33]=[CH:32][C:31](=[O:37])[NH:30][N:29]=4)[CH2:24][CH2:23]3)=[O:21])[CH2:16][CH2:15]1)(=[O:13])=[O:12])=[CH:5]2, predict the reactants needed to synthesize it. The reactants are: [Cl:1][C:2]1[CH:3]=[C:4]2[C:8](=[CH:9][CH:10]=1)[NH:7][C:6]([S:11]([N:14]1[CH2:19][CH2:18][N:17]([C:20]([CH:22]3[CH2:27][CH2:26][N:25]([C:28]4[N:29]=[N:30][C:31](Cl)=[CH:32][CH:33]=4)[CH2:24][CH2:23]3)=[O:21])[CH2:16][CH2:15]1)(=[O:13])=[O:12])=[CH:5]2.C([O-])(=[O:37])C.[K+]. (3) Given the product [S:1]1[CH:5]=[CH:4][CH:3]=[C:2]1[S:6][CH2:12][CH2:11][CH2:10][CH2:9][CH2:8][C:7]([OH:14])=[O:13], predict the reactants needed to synthesize it. The reactants are: [S:1]1[CH:5]=[CH:4][CH:3]=[C:2]1[SH:6].[C:7]1(=[O:14])[O:13][CH2:12][CH2:11][CH2:10][CH2:9][CH2:8]1.